Dataset: Experimentally validated miRNA-target interactions with 360,000+ pairs, plus equal number of negative samples. Task: Binary Classification. Given a miRNA mature sequence and a target amino acid sequence, predict their likelihood of interaction. (1) The miRNA is hsa-miR-4735-3p with sequence AAAGGUGCUCAAAUUAGACAU. The protein sequence of the target gene is MDSVSFEDVAVAFTQEEWALLDPSQKNLYRDVMQEIFRNLASVGNKSEDQNIQDDFKNPGRNLSSHVVERLFEIKEGSQYGETFSQDSNLNLNKKVSTGVKPCECSVCGKVFICHSALHRHILSHIGNKLFECEECPEKLYHCKQCGKAFISLTSVDRHMVTHTSNGPYKGPVYEKPFDFPSVFQMPQSTYTGEKTYKCKHCDKAFNYSSYLREHERTHTGEKPYACKKCGKSFTFSSSLRQHERSHTGEKPYECKECGKAFSRSTYLGIHERTHTGEKPYECIKCGKAFRCSRVLRVHE.... Result: 1 (interaction). (2) The miRNA is hsa-miR-1277-5p with sequence AAAUAUAUAUAUAUAUGUACGUAU. The protein sequence of the target gene is MSHCSSRALTLLSSVFGACGLLLVGIAVSTDYWLYMEEGTVLPQNQTTEVKMALHAGLWRVCFFAGREKGRCVASEYFLEPEINLVTENTENILKTVRTATPFPMVSLFLVFTAFVISNIGHIRPQRTILAFVSGIFFILSGLSLVVGLVLYISSINDEVMNRPSSSEQYFHYRYGWSFAFAASSFLLKEGAGVMSVYLFTKRYAEEEMYRPHPAFYRPRLSDCSDYSGQFLQPEAWRRGRSPSDISSDVSIQMTQNYPPAIKYPDHLHISTSPC. Result: 0 (no interaction). (3) The miRNA is hsa-miR-3163 with sequence UAUAAAAUGAGGGCAGUAAGAC. The protein sequence of the target gene is MAEAEGVPTTPGPASGSTFRGRRDVSGSWERDQQVEAAQRALVEVLGPYEPLLSRVQAALVWERPARSALWCLGLNAAFWFFALTSLRLVFLLAFGLMIIVCIDQWKNKIWPEIKVPRPDALDNESWGFVHPRLLSVPELCHHVAEVWVSGTIFIRNVLLFKKQNPGKFCLLSCGILTFLAVLGRYVPGLLLSYLMLVTVMMWPLAVYHRLWDRAYVRLKPALQRLDFSVRGYMMSKQRERQLRRRALHPERAMDNHSDSEEELAAFCPQLDDSTVARELAITDSEHSDAEVSCTDNGTF.... Result: 0 (no interaction). (4) The miRNA is hsa-miR-579-5p with sequence UCGCGGUUUGUGCCAGAUGACG. The protein sequence of the target gene is MRYADPSANRDLLGSRTLLFIFICAFALVTLLQQILYGRNYIKRYFEFYEGPFEYNSTRCLELRHEILEVKVLSMVKQSELFDRWKSLQMCKWAMNISEANQFKSTLSRCCNAPAFLFTTQKNTPLGTKLKYEVDTSGIYHINQEIFRMFPKDMPYYRSQFKKCAVVGNGGILKNSRCGREINSADFVFRCNLPPISEKYTMDVGVKTDVVTVNPSIITERFHKLEKWRRPFYRVLQVYENASVLLPAFYNTRNTDVSIRVKYVLDDFESPQAVYYFHPQYLVNVSRYWLSLGVRAKRIS.... Result: 0 (no interaction). (5) The miRNA is mmu-miR-15a-5p with sequence UAGCAGCACAUAAUGGUUUGUG. The protein sequence of the target gene is MNLDSLSLALSQISYLVDNLTKKNYRASQQEIQHIVNRHGPEADRHLLRCLFSHVDFSGDGKSSGKDFHQTQFLIQECASLITKPNFISTLSYAIDNPLHYQKSLKPAPHLFAQLSKVLKLSKVQEVIFGLALLNSSSPDLRGFAAQFIKQKLPDLLRSYIDADVSGNQEGGFQDIAIEVLHLLLSHLLFGQKGAFGVGQEQIDAFLKTLRRDFPQERCPVVLAPLLYPEKRDILMDRILPDSGGVAKTMMESSLADFMQEVGYGFCASIEECRNIIMQFGVREVTAAQVARVLGMMART.... Result: 1 (interaction).